From a dataset of Forward reaction prediction with 1.9M reactions from USPTO patents (1976-2016). Predict the product of the given reaction. (1) Given the reactants [Cl:1][C:2]1[CH:22]=[CH:21][C:5]([C:6]2[CH:7]=[CH:8][C:9]([CH2:19][CH3:20])=[C:10]([CH:12]3[C:16](=[O:17])[CH:15]=[CH:14][C:13]3=[O:18])[CH:11]=2)=[CH:4][CH:3]=1.C[Si]([CH2:27][S:28]([CH2:30][Si](C)(C)C)=O)(C)C, predict the reaction product. The product is: [Cl:1][C:2]1[CH:3]=[CH:4][C:5]([C:6]2[CH:7]=[CH:8][C:9]([CH2:19][CH3:20])=[C:10]([CH:12]3[C:16](=[O:17])[CH:15]4[CH2:27][S:28][CH2:30][CH:14]4[C:13]3=[O:18])[CH:11]=2)=[CH:21][CH:22]=1. (2) Given the reactants [F:1][C:2]([F:7])([F:6])[C:3]([O-:5])=[O:4].COC1C=CC(C[N:15]2[C:19]3[N:20]=[CH:21][C:22]4[CH2:23][N:24]([C:28](=[O:37])[C@H:29]([C:31]5[CH:36]=[CH:35][CH:34]=[CH:33][CH:32]=5)[NH3+:30])[CH2:25][CH2:26][C:27]=4[C:18]=3[CH:17]=[N:16]2)=CC=1.[CH3:40][O:41][C:42]1[CH:78]=[CH:77][C:45]([CH2:46][N:47]2[C:51]3[N:52]=[CH:53][C:54]4[CH2:55][N:56]([C:60](=[O:76])[C@@H:61]([NH:68]C(=O)OC(C)(C)C)[C:62]5[CH:67]=[CH:66][CH:65]=[CH:64][CH:63]=5)[CH2:57][CH2:58][C:59]=4[C:50]=3[CH:49]=[N:48]2)=[CH:44][CH:43]=1.[F:79][C:80]([F:85])([F:84])[C:81]([OH:83])=[O:82], predict the reaction product. The product is: [F:1][C:2]([F:7])([F:6])[C:3]([O-:5])=[O:4].[CH:17]1[C:18]2[C:27]3[CH2:26][CH2:25][N:24]([C:28](=[O:37])[C@H:29]([C:31]4[CH:36]=[CH:35][CH:34]=[CH:33][CH:32]=4)[NH3+:30])[CH2:23][C:22]=3[CH:21]=[N:20][C:19]=2[NH:15][N:16]=1.[F:79][C:80]([F:85])([F:84])[C:81]([O-:83])=[O:82].[CH3:40][O:41][C:42]1[CH:43]=[CH:44][C:45]([CH2:46][N:47]2[C:51]3[N:52]=[CH:53][C:54]4[CH2:55][N:56]([C:60](=[O:76])[C@H:61]([C:62]5[CH:63]=[CH:64][CH:65]=[CH:66][CH:67]=5)[NH3+:68])[CH2:57][CH2:58][C:59]=4[C:50]=3[CH:49]=[N:48]2)=[CH:77][CH:78]=1. (3) Given the reactants [N+:1]([C:4]1[CH:5]=[C:6]([CH:10]=[C:11]([C:13]([F:16])([F:15])[F:14])[CH:12]=1)[C:7]([OH:9])=O)([O-])=O.ClCCl.C(Cl)(=O)C(Cl)=O.[CH3:26][N:27]1[CH2:32][CH2:31][NH:30][CH2:29][CH2:28]1, predict the reaction product. The product is: [CH3:26][N:27]1[CH2:32][CH2:31][N:30]([C:7]([C:6]2[CH:5]=[C:4]([CH:12]=[C:11]([C:13]([F:16])([F:15])[F:14])[CH:10]=2)[NH2:1])=[O:9])[CH2:29][CH2:28]1. (4) Given the reactants [CH2:1]([O:8][C:9]([NH:11][C@H:12]([CH2:40]Br)[CH2:13][O:14][C:15]1[CH:20]=[CH:19][CH:18]=[CH:17][C:16]=1[C:21]1[NH:25][C:24]2[C:26]([CH3:33])=[C:27]([C:29]([O:31][CH3:32])=[O:30])[S:28][C:23]=2[C:22]=1[CH:34]1[CH2:39][CH2:38][CH2:37][CH2:36][CH2:35]1)=[O:10])[C:2]1[CH:7]=[CH:6][CH:5]=[CH:4][CH:3]=1.[H-].[Na+], predict the reaction product. The product is: [CH2:1]([O:8][C:9]([NH:11][C@@H:12]1[CH2:40][N:25]2[C:24]3[C:26]([CH3:33])=[C:27]([C:29]([O:31][CH3:32])=[O:30])[S:28][C:23]=3[C:22]([CH:34]3[CH2:39][CH2:38][CH2:37][CH2:36][CH2:35]3)=[C:21]2[C:16]2[CH:17]=[CH:18][CH:19]=[CH:20][C:15]=2[O:14][CH2:13]1)=[O:10])[C:2]1[CH:7]=[CH:6][CH:5]=[CH:4][CH:3]=1. (5) Given the reactants C[O:2][C:3](=[O:34])[C@@H:4]([NH:6][C:7]([C:9]1[CH:33]=[CH:32][C:12]2[N:13]([CH3:31])[C:14]([NH:16][C:17]3[S:18][C:19]4[CH:25]=[C:24]([O:26][C:27]([F:30])([F:29])[F:28])[CH:23]=[CH:22][C:20]=4[N:21]=3)=[N:15][C:11]=2[CH:10]=1)=[O:8])[CH3:5].[Li+].[OH-], predict the reaction product. The product is: [CH3:31][N:13]1[C:12]2[CH:32]=[CH:33][C:9]([C:7]([NH:6][C@@H:4]([CH3:5])[C:3]([OH:34])=[O:2])=[O:8])=[CH:10][C:11]=2[N:15]=[C:14]1[NH:16][C:17]1[S:18][C:19]2[CH:25]=[C:24]([O:26][C:27]([F:30])([F:29])[F:28])[CH:23]=[CH:22][C:20]=2[N:21]=1. (6) Given the reactants Cl.CS(O[CH2:7][C@H:8]([NH2:36])[CH2:9][O:10][C:11]1[CH:12]=[N:13][CH:14]=[C:15]([C:17]2[CH:18]=[C:19]3[C:24](=[C:25]([NH2:27])[N:26]=2)[CH:23]=[N:22][C:21]2[CH:28]=[C:29]([O:34][CH3:35])[C:30]([O:32][CH3:33])=[CH:31][C:20]3=2)[CH:16]=1)(=O)=O.[CH2:37]([O:39][C:40]1([O:46][CH2:47][CH3:48])[CH2:45][CH2:44][NH:43][CH2:42][CH2:41]1)[CH3:38], predict the reaction product. The product is: [NH2:36][C@@H:8]([CH2:7][N:43]1[CH2:42][CH2:41][C:40]([O:39][CH2:37][CH3:38])([O:46][CH2:47][CH3:48])[CH2:45][CH2:44]1)[CH2:9][O:10][C:11]1[CH:16]=[C:15]([C:17]2[CH:18]=[C:19]3[C:24](=[C:25]([NH2:27])[N:26]=2)[CH:23]=[N:22][C:21]2[CH:28]=[C:29]([O:34][CH3:35])[C:30]([O:32][CH3:33])=[CH:31][C:20]3=2)[CH:14]=[N:13][CH:12]=1. (7) Given the reactants F[C:2]1[CH:7]=[C:6]([F:8])[CH:5]=[CH:4][C:3]=1[N+:9]([O-])=O.[OH:12][CH:13]([CH3:19])[C:14]([CH3:18])([CH3:17])[C:15]#[N:16], predict the reaction product. The product is: [NH2:9][C:3]1[CH:4]=[CH:5][C:6]([F:8])=[CH:7][C:2]=1[O:12][CH:13]([CH3:19])[C:14]([CH3:18])([CH3:17])[C:15]#[N:16].